This data is from Forward reaction prediction with 1.9M reactions from USPTO patents (1976-2016). The task is: Predict the product of the given reaction. (1) Given the reactants [CH:1]12[CH2:10][CH:5]3[CH2:6][CH:7]([CH2:9][CH:3]([CH2:4]3)[CH:2]1[C:11]#[N:12])[CH2:8]2.C([N-]C(C)C)(C)C.[Li+].Cl[C:22]([O:24][CH3:25])=[O:23], predict the reaction product. The product is: [C:11]([C:2]1([C:22]([O:24][CH3:25])=[O:23])[CH:3]2[CH2:9][CH:7]3[CH2:6][CH:5]([CH2:10][CH:1]1[CH2:8]3)[CH2:4]2)#[N:12]. (2) Given the reactants [Cl:1][C:2]1[N:7]=[CH:6][C:5]([S:8](Cl)(=[O:10])=[O:9])=[CH:4][CH:3]=1.[NH:12]1[CH2:16][CH2:15][CH2:14][CH2:13]1, predict the reaction product. The product is: [Cl:1][C:2]1[CH:3]=[CH:4][C:5]([S:8]([N:12]2[CH2:16][CH2:15][CH2:14][CH2:13]2)(=[O:10])=[O:9])=[CH:6][N:7]=1. (3) Given the reactants [Br:1][C:2]1[CH:3]=[C:4]([CH:6]=[C:7]([F:9])[CH:8]=1)[NH2:5].[CH3:10][S:11](Cl)(=[O:13])=[O:12], predict the reaction product. The product is: [Br:1][C:2]1[CH:3]=[C:4]([NH:5][S:11]([CH3:10])(=[O:13])=[O:12])[CH:6]=[C:7]([F:9])[CH:8]=1.